This data is from Peptide-MHC class I binding affinity with 185,985 pairs from IEDB/IMGT. The task is: Regression. Given a peptide amino acid sequence and an MHC pseudo amino acid sequence, predict their binding affinity value. This is MHC class I binding data. (1) The peptide sequence is RQFETAFEF. The MHC is Mamu-B52 with pseudo-sequence Mamu-B52. The binding affinity (normalized) is 1.00. (2) The peptide sequence is NLFEIEWEE. The MHC is HLA-B15:01 with pseudo-sequence HLA-B15:01. The binding affinity (normalized) is 0.0847.